This data is from NCI-60 drug combinations with 297,098 pairs across 59 cell lines. The task is: Regression. Given two drug SMILES strings and cell line genomic features, predict the synergy score measuring deviation from expected non-interaction effect. (1) Drug 1: C1=CN(C(=O)N=C1N)C2C(C(C(O2)CO)O)O.Cl. Drug 2: C1CN(P(=O)(OC1)NCCCl)CCCl. Cell line: NCI-H226. Synergy scores: CSS=-0.525, Synergy_ZIP=-0.168, Synergy_Bliss=-0.314, Synergy_Loewe=-2.21, Synergy_HSA=-1.19. (2) Drug 2: CC12CCC3C(C1CCC2O)C(CC4=C3C=CC(=C4)O)CCCCCCCCCS(=O)CCCC(C(F)(F)F)(F)F. Cell line: HCT116. Drug 1: C1=CC(=CC=C1CCCC(=O)O)N(CCCl)CCCl. Synergy scores: CSS=45.2, Synergy_ZIP=0.539, Synergy_Bliss=-0.884, Synergy_Loewe=-0.335, Synergy_HSA=0.200. (3) Drug 2: C(CCl)NC(=O)N(CCCl)N=O. Drug 1: C1CN1P(=S)(N2CC2)N3CC3. Cell line: A549. Synergy scores: CSS=44.9, Synergy_ZIP=-0.873, Synergy_Bliss=-1.34, Synergy_Loewe=-21.7, Synergy_HSA=-0.459. (4) Drug 1: CC1=C(N=C(N=C1N)C(CC(=O)N)NCC(C(=O)N)N)C(=O)NC(C(C2=CN=CN2)OC3C(C(C(C(O3)CO)O)O)OC4C(C(C(C(O4)CO)O)OC(=O)N)O)C(=O)NC(C)C(C(C)C(=O)NC(C(C)O)C(=O)NCCC5=NC(=CS5)C6=NC(=CS6)C(=O)NCCC[S+](C)C)O. Drug 2: C1CN(CCN1C(=O)CCBr)C(=O)CCBr. Cell line: A498. Synergy scores: CSS=16.0, Synergy_ZIP=-4.67, Synergy_Bliss=-1.71, Synergy_Loewe=-1.60, Synergy_HSA=-0.967. (5) Drug 1: CC(C1=C(C=CC(=C1Cl)F)Cl)OC2=C(N=CC(=C2)C3=CN(N=C3)C4CCNCC4)N. Drug 2: C1C(C(OC1N2C=C(C(=O)NC2=O)F)CO)O. Cell line: DU-145. Synergy scores: CSS=45.5, Synergy_ZIP=2.78, Synergy_Bliss=1.41, Synergy_Loewe=-18.2, Synergy_HSA=1.04. (6) Drug 1: COC1=C(C=C2C(=C1)N=CN=C2NC3=CC(=C(C=C3)F)Cl)OCCCN4CCOCC4. Drug 2: C1=C(C(=O)NC(=O)N1)F. Cell line: SF-295. Synergy scores: CSS=35.5, Synergy_ZIP=-2.89, Synergy_Bliss=-3.44, Synergy_Loewe=-2.62, Synergy_HSA=-0.901. (7) Drug 1: COC1=CC(=CC(=C1O)OC)C2C3C(COC3=O)C(C4=CC5=C(C=C24)OCO5)OC6C(C(C7C(O6)COC(O7)C8=CC=CS8)O)O. Drug 2: CCC1(CC2CC(C3=C(CCN(C2)C1)C4=CC=CC=C4N3)(C5=C(C=C6C(=C5)C78CCN9C7C(C=CC9)(C(C(C8N6C=O)(C(=O)OC)O)OC(=O)C)CC)OC)C(=O)OC)O.OS(=O)(=O)O. Cell line: UO-31. Synergy scores: CSS=15.9, Synergy_ZIP=-2.98, Synergy_Bliss=1.43, Synergy_Loewe=3.07, Synergy_HSA=2.91.